This data is from Full USPTO retrosynthesis dataset with 1.9M reactions from patents (1976-2016). The task is: Predict the reactants needed to synthesize the given product. (1) The reactants are: C(C1C=CC(C2ON=[C:13]3[C:16]4[C:21]([CH2:22][CH2:23][C:12]=23)=[CH:20][C:19]([CH:24]=[O:25])=[CH:18][CH:17]=4)=CC=1C(F)(F)F)C(C)C.[CH3:30][N:31]1[C:39]([C:40]2[C:44]([C:45]([F:48])([F:47])[F:46])=[C:43]([C:49]3[CH:54]=[CH:53][CH:52]=[CH:51][CH:50]=3)[O:42][N:41]=2)=C2C(C3C=CC(C=C)=CC=3CC2)=[N:32]1. Given the product [CH3:30][N:31]1[C:39]([C:40]2[C:44]([C:45]([F:47])([F:46])[F:48])=[C:43]([C:49]3[CH:54]=[CH:53][CH:52]=[CH:51][CH:50]=3)[O:42][N:41]=2)=[C:12]2[C:13]([C:16]3[CH:17]=[CH:18][C:19]([CH:24]=[O:25])=[CH:20][C:21]=3[CH2:22][CH2:23]2)=[N:32]1, predict the reactants needed to synthesize it. (2) The reactants are: [Cl:1][C:2]1[C:3]([CH2:10][NH:11]C(=O)OC(C)(C)C)=[CH:4][C:5]([O:8][CH3:9])=[N:6][CH:7]=1.Cl. Given the product [Cl-:1].[Cl:1][C:2]1[C:3]([CH2:10][NH3+:11])=[CH:4][C:5]([O:8][CH3:9])=[N:6][CH:7]=1, predict the reactants needed to synthesize it. (3) Given the product [Cl:1][C:2]1[C:7]([Cl:8])=[CH:6][CH:5]=[CH:4][C:3]=1[NH:9][C:10]([NH:26][CH2:25][C:24]1[C:19]([C:16]2[CH:17]=[N:18][C:13]([F:12])=[CH:14][CH:15]=2)=[N:20][CH:21]=[CH:22][CH:23]=1)=[S:11], predict the reactants needed to synthesize it. The reactants are: [Cl:1][C:2]1[C:7]([Cl:8])=[CH:6][CH:5]=[CH:4][C:3]=1[N:9]=[C:10]=[S:11].[F:12][C:13]1[N:18]=[CH:17][C:16]([C:19]2[C:24]([CH2:25][NH2:26])=[CH:23][CH:22]=[CH:21][N:20]=2)=[CH:15][CH:14]=1. (4) Given the product [O:5]1[CH2:4][CH2:3][CH:2]([C:8]2[CH:13]=[CH:12][C:11]([OH:14])=[CH:10][C:9]=2[OH:15])[CH2:7][CH2:6]1, predict the reactants needed to synthesize it. The reactants are: O[C:2]1([C:8]2[CH:13]=[CH:12][C:11]([OH:14])=[CH:10][C:9]=2[OH:15])[CH2:7][CH2:6][O:5][CH2:4][CH2:3]1.C(O)(=O)C.C1COCC1.[H][H]. (5) Given the product [F:1][C:2]1[CH:7]=[CH:6][C:5]([C:8]2[N:12]3[CH:13]=[CH:14][C:15]([C:17]([F:20])([F:18])[F:19])=[N:16][C:11]3=[N:10][CH:9]=2)=[CH:4][C:3]=1[C:21]1[CH:26]=[CH:25][C:24]([OH:27])=[N:23][CH:22]=1, predict the reactants needed to synthesize it. The reactants are: [F:1][C:2]1[CH:7]=[CH:6][C:5]([C:8]2[N:12]3[CH:13]=[CH:14][C:15]([C:17]([F:20])([F:19])[F:18])=[N:16][C:11]3=[N:10][CH:9]=2)=[CH:4][C:3]=1[C:21]1[CH:22]=[N:23][C:24]([O:27]C)=[CH:25][CH:26]=1.B(Br)(Br)Br.ClCCl. (6) Given the product [CH2:1]([C:8]1[CH:27]=[CH:26][CH:25]=[CH:24][C:9]=1[CH2:10][N:11]([C:14]1[CH:19]=[CH:18][C:17]([C:20]([OH:22])=[O:21])=[CH:16][N:15]=1)[CH2:12][CH3:13])[C:2]1[CH:7]=[CH:6][CH:5]=[CH:4][CH:3]=1, predict the reactants needed to synthesize it. The reactants are: [CH2:1]([C:8]1[CH:27]=[CH:26][CH:25]=[CH:24][C:9]=1[CH2:10][N:11]([C:14]1[CH:19]=[CH:18][C:17]([C:20]([O:22]C)=[O:21])=[CH:16][N:15]=1)[CH2:12][CH3:13])[C:2]1[CH:7]=[CH:6][CH:5]=[CH:4][CH:3]=1.[OH-].[Na+].